The task is: Predict the reaction yield, written as a fraction of the theoretical maximum amount of product (1.0 means a 100% yield; for example, 0.34 means a 34% yield).. This data is from Reaction yield outcomes from USPTO patents with 853,638 reactions. The reactants are [I:1][C:2]1[CH:3]=[CH:4][C:5]2[NH:6][C:7]3[C:12]([C:13]=2[CH:14]=1)=[CH:11][CH:10]=[CH:9][CH:8]=3.C1(C)C=CC=CC=1.[CH3:22][C:23]1[CH:28]=[CH:27][C:26]([S:29](Cl)(=[O:31])=[O:30])=[CH:25][CH:24]=1.[OH-].[K+]. The catalyst is S([O-])(O)(=O)=O.C([N+](CCCC)(CCCC)CCCC)CCC.O.CC(O)C. The product is [I:1][C:2]1[CH:3]=[CH:4][C:5]2[N:6]([S:29]([C:26]3[CH:27]=[CH:28][C:23]([CH3:22])=[CH:24][CH:25]=3)(=[O:31])=[O:30])[C:7]3[C:12]([C:13]=2[CH:14]=1)=[CH:11][CH:10]=[CH:9][CH:8]=3. The yield is 0.906.